From a dataset of Forward reaction prediction with 1.9M reactions from USPTO patents (1976-2016). Predict the product of the given reaction. (1) Given the reactants [CH3:1][O:2][C:3](=[O:14])[C:4]1[CH:9]=[CH:8][CH:7]=[C:6]([N+:10]([O-])=O)[C:5]=1[Br:13].Cl[Sn]Cl.O.[OH-].[Na+], predict the reaction product. The product is: [CH3:1][O:2][C:3](=[O:14])[C:4]1[CH:9]=[CH:8][CH:7]=[C:6]([NH2:10])[C:5]=1[Br:13]. (2) Given the reactants [C:1]([C:5]1[S:9][C:8]([NH:10][C:11](=[O:21])[C:12]2[CH:17]=[C:16]([Cl:18])[CH:15]=[CH:14][C:13]=2[O:19][CH3:20])=[N:7][CH:6]=1)([CH3:4])([CH3:3])[CH3:2].CC1C=CC(S(O[CH2:33][C@@H:34]2[CH2:38][O:37][C:36](=[O:39])[NH:35]2)(=O)=O)=CC=1.C(=O)([O-])[O-].[K+].[K+], predict the reaction product. The product is: [C:1]([C:5]1[S:9]/[C:8](=[N:10]\[C:11](=[O:21])[C:12]2[CH:17]=[C:16]([Cl:18])[CH:15]=[CH:14][C:13]=2[O:19][CH3:20])/[N:7]([CH2:33][C@H:34]2[CH2:38][O:37][C:36](=[O:39])[NH:35]2)[CH:6]=1)([CH3:4])([CH3:2])[CH3:3]. (3) Given the reactants [Br:1][C:2]1[C:15]2[N:14]3[CH:16]=[CH:17][N:18]=[C:13]3[C:12]3[CH:11]=[CH:10][CH:9]=[CH:8][C:7]=3[C:6]=2[CH:5]=[CH:4][CH:3]=1.C1C(=O)N([Br:26])C(=O)C1, predict the reaction product. The product is: [Br:26][C:16]1[N:14]2[C:15]3[C:2]([Br:1])=[CH:3][CH:4]=[CH:5][C:6]=3[C:7]3[CH:8]=[CH:9][CH:10]=[CH:11][C:12]=3[C:13]2=[N:18][CH:17]=1. (4) Given the reactants [NH2:1][C:2]1[N:7]=[C:6]([C:8]2[S:12][C:11]3[CH:13]=[CH:14][C:15]([CH2:17][C:18]4[CH:19]=[C:20]([CH:24]=[CH:25][CH:26]=4)[C:21]([OH:23])=[O:22])=[CH:16][C:10]=3[C:9]=2[CH3:27])[CH:5]=[CH:4][N:3]=1.OS(O)(=O)=O.[CH:33](O)([CH3:35])[CH3:34], predict the reaction product. The product is: [NH2:1][C:2]1[N:7]=[C:6]([C:8]2[S:12][C:11]3[CH:13]=[CH:14][C:15]([CH2:17][C:18]4[CH:19]=[C:20]([CH:24]=[CH:25][CH:26]=4)[C:21]([O:23][CH:33]([CH3:35])[CH3:34])=[O:22])=[CH:16][C:10]=3[C:9]=2[CH3:27])[CH:5]=[CH:4][N:3]=1.